From a dataset of Full USPTO retrosynthesis dataset with 1.9M reactions from patents (1976-2016). Predict the reactants needed to synthesize the given product. (1) Given the product [CH3:30][N:31]([CH3:32])[C:25]([C:23]1[N:24]=[C:20]([CH2:19][N:16]2[CH2:17][CH2:18][N:13]([S:10]([C:8]3[S:7][C:6]4[CH:29]=[C:2]([Cl:1])[CH:3]=[CH:4][C:5]=4[CH:9]=3)(=[O:12])=[O:11])[CH2:14][C:15]2=[O:28])[S:21][CH:22]=1)=[O:26], predict the reactants needed to synthesize it. The reactants are: [Cl:1][C:2]1[CH:3]=[CH:4][C:5]2[CH:9]=[C:8]([S:10]([N:13]3[CH2:18][CH2:17][N:16]([CH2:19][C:20]4[S:21][CH:22]=[C:23]([C:25](O)=[O:26])[N:24]=4)[C:15](=[O:28])[CH2:14]3)(=[O:12])=[O:11])[S:7][C:6]=2[CH:29]=1.[CH3:30][N:31](C(ON1N=NC2C=CC=CC1=2)=[N+](C)C)[CH3:32].[B-](F)(F)(F)F.C(N(C(C)C)CC)(C)C.Cl.CNC. (2) Given the product [CH2:1]([N:8]1[CH2:9][CH2:10][C:11]([C:12]([C:16]2[CH:21]=[CH:20][C:19]([F:22])=[CH:18][CH:17]=2)=[O:14])([OH:13])[CH2:23][CH2:24]1)[C:2]1[CH:3]=[CH:4][CH:5]=[CH:6][CH:7]=1, predict the reactants needed to synthesize it. The reactants are: [CH2:1]([N:8]1[CH2:24][CH2:23][C:11]2([O:13][C:12]2([C:16]2[CH:21]=[CH:20][C:19]([F:22])=[CH:18][CH:17]=2)[O:14]C)[CH2:10][CH2:9]1)[C:2]1[CH:7]=[CH:6][CH:5]=[CH:4][CH:3]=1.Cl.O.